From a dataset of Forward reaction prediction with 1.9M reactions from USPTO patents (1976-2016). Predict the product of the given reaction. (1) Given the reactants [CH:1]([C:4]1[CH:9]=[CH:8][CH:7]=[CH:6][C:5]=1C(C)C)([CH3:3])[CH3:2], predict the reaction product. The product is: [C:4]1([CH:1]([CH3:3])[CH3:2])[CH:9]=[CH:8][CH:7]=[CH:6][CH:5]=1. (2) Given the reactants Cl[C:2]1[C:7]([C:8]#[N:9])=[CH:6][CH:5]=[CH:4][N:3]=1.C([Sn](CCCC)(CCCC)[C:15]1[S:16][CH:17]=[CH:18][N:19]=1)CCC, predict the reaction product. The product is: [S:16]1[CH:17]=[CH:18][N:19]=[C:15]1[C:2]1[N:3]=[CH:4][CH:5]=[CH:6][C:7]=1[C:8]#[N:9]. (3) Given the reactants [CH3:1][N:2]1[C:10](=[O:11])[C:9]2[CH:8]([C:12]3[CH:19]=[CH:18][C:15]([C:16]#[N:17])=[CH:14][C:13]=3[S:20]([CH3:23])(=[O:22])=[O:21])[NH:7][C:6](=[O:24])[N:5]([C:25]3[CH:30]=[CH:29][CH:28]=[C:27]([C:31]([F:34])([F:33])[F:32])[CH:26]=3)[C:4]=2[CH2:3]1.C(C1[C@@H](C2C=CC(C#N)=CC=2S(C)(=O)=O)N([C:55]([NH:57][CH2:58][CH2:59][OH:60])=[O:56])C(=O)N(C2C=CC=C(C(F)(F)F)C=2)C=1C)#N.C(C1C=CC([C@@H]2C(C#N)=C(C)N(C3C=CC=C(C(F)(F)F)C=3)C(=O)N2)=C(S(C)(=O)=O)C=1)#N, predict the reaction product. The product is: [C:16]([C:15]1[CH:18]=[CH:19][C:12]([CH:8]2[N:7]([C:55]([NH:57][CH2:58][CH2:59][OH:60])=[O:56])[C:6](=[O:24])[N:5]([C:25]3[CH:30]=[CH:29][CH:28]=[C:27]([C:31]([F:34])([F:32])[F:33])[CH:26]=3)[C:4]3[CH2:3][N:2]([CH3:1])[C:10](=[O:11])[C:9]2=3)=[C:13]([S:20]([CH3:23])(=[O:21])=[O:22])[CH:14]=1)#[N:17]. (4) Given the reactants [CH2:1]([N:3]1[C:7]2[N:8]=[CH:9][CH:10]=[C:11]([OH:12])[C:6]=2[CH:5]=[N:4]1)[CH3:2].C([O-])([O-])=O.[Cs+].[Cs+].Br[CH2:20][CH2:21][CH2:22][CH2:23][CH2:24][S:25][C:26]1[C:35]2[C:30](=[CH:31][C:32]([C:36]([F:39])([F:38])[F:37])=[CH:33][CH:34]=2)[N:29]=[CH:28][CH:27]=1, predict the reaction product. The product is: [CH2:1]([N:3]1[C:7]2=[N:8][CH:9]=[CH:10][C:11]([O:12][CH2:20][CH2:21][CH2:22][CH2:23][CH2:24][S:25][C:26]3[C:35]4[C:30](=[CH:31][C:32]([C:36]([F:39])([F:37])[F:38])=[CH:33][CH:34]=4)[N:29]=[CH:28][CH:27]=3)=[C:6]2[CH:5]=[N:4]1)[CH3:2]. (5) Given the reactants [C:1]1([C:11]2[CH:15]=[C:14]([NH2:16])[NH:13][N:12]=2)[C:10]2[C:5](=[CH:6][CH:7]=[CH:8][CH:9]=2)[CH:4]=[CH:3][CH:2]=1.[C:17](OC)(=O)[CH2:18][C:19](OC)=O.C(O)C.C[O-].[Na+].CO, predict the reaction product. The product is: [C:1]1([C:11]2[CH:15]=[C:14]3[N:16]=[CH:17][CH:18]=[CH:19][N:13]3[N:12]=2)[C:10]2[C:5](=[CH:6][CH:7]=[CH:8][CH:9]=2)[CH:4]=[CH:3][CH:2]=1. (6) Given the reactants C([O:3][C:4](=[O:32])[C:5]([O:8][C:9]1[CH:14]=[CH:13][C:12]([O:15][CH2:16][CH2:17][C:18]2[N:19]=[C:20]([C:24]3[CH:29]=[CH:28][CH:27]=[CH:26][CH:25]=3)[O:21][C:22]=2[CH3:23])=[CH:11][C:10]=1[CH2:30][NH2:31])([CH3:7])[CH3:6])C.FC(F)(F)C(O)=O.C(N(CC)CC)C.Cl[C:48]([O:50][CH2:51][CH3:52])=[O:49].CNCCNC, predict the reaction product. The product is: [CH2:51]([O:50][C:48]([NH:31][CH2:30][C:10]1[CH:11]=[C:12]([O:15][CH2:16][CH2:17][C:18]2[N:19]=[C:20]([C:24]3[CH:29]=[CH:28][CH:27]=[CH:26][CH:25]=3)[O:21][C:22]=2[CH3:23])[CH:13]=[CH:14][C:9]=1[O:8][C:5]([CH3:7])([CH3:6])[C:4]([OH:32])=[O:3])=[O:49])[CH3:52]. (7) Given the reactants [NH2:1][C:2](=[O:40])[C@@H:3]([NH:24][C:25]([C@@H:27]1[CH2:32][CH2:31][CH2:30][CH2:29][N:28]1[C:33]([O:35][C:36]([CH3:39])([CH3:38])[CH3:37])=[O:34])=[O:26])[CH2:4][C:5]1[CH:10]=[CH:9][C:8]([C:11]2[CH:23]=[CH:22][C:14]3[N:15]([CH2:19][CH2:20][OH:21])[C:16](=[O:18])[S:17][C:13]=3[CH:12]=2)=[CH:7][CH:6]=1.[Si:41](Cl)([C:44]([CH3:47])([CH3:46])[CH3:45])([CH3:43])[CH3:42].N1C=CN=C1.O, predict the reaction product. The product is: [NH2:1][C:2](=[O:40])[C@@H:3]([NH:24][C:25]([C@@H:27]1[CH2:32][CH2:31][CH2:30][CH2:29][N:28]1[C:33]([O:35][C:36]([CH3:37])([CH3:39])[CH3:38])=[O:34])=[O:26])[CH2:4][C:5]1[CH:6]=[CH:7][C:8]([C:11]2[CH:23]=[CH:22][C:14]3[N:15]([CH2:19][CH2:20][O:21][Si:41]([C:44]([CH3:47])([CH3:46])[CH3:45])([CH3:43])[CH3:42])[C:16](=[O:18])[S:17][C:13]=3[CH:12]=2)=[CH:9][CH:10]=1.